Dataset: NCI-60 drug combinations with 297,098 pairs across 59 cell lines. Task: Regression. Given two drug SMILES strings and cell line genomic features, predict the synergy score measuring deviation from expected non-interaction effect. (1) Drug 1: C1=CC=C(C(=C1)C(C2=CC=C(C=C2)Cl)C(Cl)Cl)Cl. Drug 2: CCC1(C2=C(COC1=O)C(=O)N3CC4=CC5=C(C=CC(=C5CN(C)C)O)N=C4C3=C2)O.Cl. Cell line: UO-31. Synergy scores: CSS=14.0, Synergy_ZIP=-6.74, Synergy_Bliss=-1.07, Synergy_Loewe=-18.6, Synergy_HSA=-1.82. (2) Drug 1: C1CCC(CC1)NC(=O)N(CCCl)N=O. Drug 2: CCN(CC)CCCC(C)NC1=C2C=C(C=CC2=NC3=C1C=CC(=C3)Cl)OC. Cell line: ACHN. Synergy scores: CSS=28.6, Synergy_ZIP=-1.01, Synergy_Bliss=0.155, Synergy_Loewe=-16.6, Synergy_HSA=1.12. (3) Drug 1: COC1=C(C=C2C(=C1)N=CN=C2NC3=CC(=C(C=C3)F)Cl)OCCCN4CCOCC4. Drug 2: C1C(C(OC1N2C=NC3=C2NC=NCC3O)CO)O. Cell line: SK-OV-3. Synergy scores: CSS=39.0, Synergy_ZIP=-9.34, Synergy_Bliss=-3.37, Synergy_Loewe=-3.23, Synergy_HSA=-0.808.